Regression/Classification. Given a drug SMILES string, predict its absorption, distribution, metabolism, or excretion properties. Task type varies by dataset: regression for continuous measurements (e.g., permeability, clearance, half-life) or binary classification for categorical outcomes (e.g., BBB penetration, CYP inhibition). Dataset: cyp2c19_veith. From a dataset of CYP2C19 inhibition data for predicting drug metabolism from PubChem BioAssay. (1) The result is 1 (inhibitor). The compound is COc1ccc2nc(N)sc2c1. (2) The drug is Cc1cccc(OCCCC(=O)Nc2ccccc2C(F)(F)F)c1. The result is 1 (inhibitor). (3) The compound is CCn1c(-c2nonc2NC(=O)c2ccccc2)nc2ccccc21. The result is 1 (inhibitor). (4) The molecule is O=S1(=O)OC(c2ccc(O)cc2)(c2ccc(O)cc2)c2ccccc21. The result is 0 (non-inhibitor). (5) The drug is COc1ccc(O[C@H]2C=C[C@@H](c3ccccc3)O[C@H]2COC(=O)CC/C(C)=N/O[C@@H]2O[C@H](COC(C)=O)[C@H](OC(C)=O)[C@H](OC(C)=O)[C@H]2OC(C)=O)cc1. The result is 1 (inhibitor). (6) The drug is COc1ccc(OC)c(N2CC(O)=C(c3nc4ccccc4s3)C2=N)c1. The result is 1 (inhibitor). (7) The compound is O=C(O)[C@H]1CCN1. The result is 0 (non-inhibitor). (8) The compound is N=C1CCC[C@@H]1C(=S)SCCC(N)=O. The result is 0 (non-inhibitor). (9) The compound is COc1ccc(C2(C(=O)N3CCOCC3)CCCC2)cc1. The result is 1 (inhibitor).